Predict the reactants needed to synthesize the given product. From a dataset of Full USPTO retrosynthesis dataset with 1.9M reactions from patents (1976-2016). (1) Given the product [CH2:1]([S:8][CH2:9][C:10]1[CH:15]=[CH:14][C:13]([CH2:16][NH:17][C:31]([C@@H:26]2[C@@H:27]([OH:30])[CH2:28][CH2:29][NH:25]2)=[O:32])=[CH:12][CH:11]=1)[CH2:2][CH2:3][CH2:4][CH2:5][CH2:6][CH3:7], predict the reactants needed to synthesize it. The reactants are: [CH2:1]([S:8][CH2:9][C:10]1[CH:15]=[CH:14][C:13]([CH2:16][NH2:17])=[CH:12][CH:11]=1)[CH2:2][CH2:3][CH2:4][CH2:5][CH2:6][CH3:7].C(OC([N:25]1[CH2:29][CH2:28][C@H:27]([OH:30])[C@H:26]1[C:31](O)=[O:32])=O)(C)(C)C. (2) Given the product [F:8][C:6]1[CH:7]=[C:2]([NH:18][C@H:16]2[CH2:17][C@H:14]([O:13][CH3:12])[CH2:15]2)[C:3]([NH2:9])=[CH:4][CH:5]=1, predict the reactants needed to synthesize it. The reactants are: F[C:2]1[CH:7]=[C:6]([F:8])[CH:5]=[CH:4][C:3]=1[N+:9]([O-])=O.[CH3:12][O:13][C@H:14]1[CH2:17][C@H:16]([NH2:18])[CH2:15]1.CCN(C(C)C)C(C)C. (3) Given the product [NH2:11][C:12]([CH3:27])([CH3:26])[CH2:13][N:14]([C:19]([O:21][C:22]([CH3:25])([CH3:24])[CH3:23])=[O:20])[CH2:15][CH2:16][CH2:17][OH:18], predict the reactants needed to synthesize it. The reactants are: C(OC([NH:11][C:12]([CH3:27])([CH3:26])[CH2:13][N:14]([C:19]([O:21][C:22]([CH3:25])([CH3:24])[CH3:23])=[O:20])[CH2:15][CH2:16][CH2:17][OH:18])=O)C1C=CC=CC=1.[H][H]. (4) Given the product [CH3:6][O:7][C:8]([C:10]1[NH:11][C:12]2[C:17]([C:18]=1[CH:24]=[O:25])=[CH:16][CH:15]=[C:14]([O:19][CH3:20])[CH:13]=2)=[O:9], predict the reactants needed to synthesize it. The reactants are: O=P(Cl)(Cl)Cl.[CH3:6][O:7][C:8]([C:10]1[NH:11][C:12]2[C:17]([CH:18]=1)=[CH:16][CH:15]=[C:14]([O:19][CH3:20])[CH:13]=2)=[O:9].CN([CH:24]=[O:25])C. (5) Given the product [N:24]1[CH:29]=[CH:28][CH:27]=[CH2+:26][CH:25]=1.[C:13]1([CH3:23])[CH:18]=[CH:17][C:16]([S:19]([OH:5])(=[O:21])=[O:20])=[CH:15][CH:14]=1.[S:1]1[CH2:4][CH2:3][CH2:2]1, predict the reactants needed to synthesize it. The reactants are: [S:1]1[CH2:4][CH:3]([OH:5])[CH2:2]1.CCN(CC)CC.[C:13]1([CH3:23])[CH:18]=[CH:17][C:16]([S:19](Cl)(=[O:21])=[O:20])=[CH:15][CH:14]=1.[N:24]1[CH:29]=[CH:28][CH:27]=[CH:26][CH:25]=1. (6) Given the product [Br:1][CH2:2][CH2:3][CH2:4][CH2:5][CH2:6][CH2:7][CH2:8][CH2:9][CH2:10][CH2:11][CH2:12][CH2:13][CH2:14][CH2:15][CH2:16][C:17]([N:44]1[CH2:45][C:46](=[O:47])[N:24]2[CH2:25][CH2:26][O:27][CH2:28][CH2:29][O:30][CH2:31][CH2:32][N:33]([CH2:34][CH2:35][O:36][CH2:37][CH2:38][O:39][CH2:40][CH2:41]2)[C:42](=[O:48])[CH2:43]1)=[O:19], predict the reactants needed to synthesize it. The reactants are: [Br:1][CH2:2][CH2:3][CH2:4][CH2:5][CH2:6][CH2:7][CH2:8][CH2:9][CH2:10][CH2:11][CH2:12][CH2:13][CH2:14][CH2:15][CH2:16][C:17]([OH:19])=O.S(Cl)(Cl)=O.[N:24]12[C:46](=[O:47])[CH2:45][NH:44][CH2:43][C:42](=[O:48])[N:33]([CH2:34][CH2:35][O:36][CH2:37][CH2:38][O:39][CH2:40][CH2:41]1)[CH2:32][CH2:31][O:30][CH2:29][CH2:28][O:27][CH2:26][CH2:25]2.CCN(C(C)C)C(C)C. (7) Given the product [F:9][C:10]1[CH:15]=[CH:14][C:13]([N:6]2[CH:7]=[CH:8][C:4]([N+:1]([O-:3])=[O:2])=[CH:5]2)=[CH:12][CH:11]=1, predict the reactants needed to synthesize it. The reactants are: [N+:1]([C:4]1[CH:8]=[CH:7][NH:6][CH:5]=1)([O-:3])=[O:2].[F:9][C:10]1[CH:15]=[CH:14][C:13](B(O)O)=[CH:12][CH:11]=1.C(N(CC)C(C)C)(C)C.